This data is from Full USPTO retrosynthesis dataset with 1.9M reactions from patents (1976-2016). The task is: Predict the reactants needed to synthesize the given product. (1) Given the product [Cl:23][C:21]1[C:20]([C:41]2[CH2:46][CH2:45][CH2:44][CH2:43][CH:42]=2)=[CH:19][C:18]([O:33][CH3:34])=[C:17]([CH:22]=1)[C:15]([N:7]1[C:8]2[CH:14]=[CH:13][CH:12]=[CH:11][C:9]=2[CH2:10][N:4]2[CH:3]=[CH:2][CH:1]=[C:5]2[CH2:6]1)=[O:16], predict the reactants needed to synthesize it. The reactants are: [CH:1]1[CH:2]=[CH:3][N:4]2[CH2:10][C:9]3[CH:11]=[CH:12][CH:13]=[CH:14][C:8]=3[N:7]([C:15]([C:17]3[CH:22]=[C:21]([Cl:23])[C:20](B4OC(C)(C)C(C)(C)O4)=[CH:19][C:18]=3[O:33][CH3:34])=[O:16])[CH2:6][C:5]=12.FC(F)(F)S(O[C:41]1[CH2:46][CH2:45][CH2:44][CH2:43][CH:42]=1)(=O)=O.C(=O)([O-])[O-].[Na+].[Na+].C(OCC)(=O)C. (2) Given the product [F:1][C:2]1[CH:3]=[CH:4][C:5]([S:8]([N:11]([CH2:15][C:16]([OH:18])=[O:17])[CH:12]([CH3:14])[CH3:13])(=[O:9])=[O:10])=[CH:6][CH:7]=1, predict the reactants needed to synthesize it. The reactants are: [F:1][C:2]1[CH:7]=[CH:6][C:5]([S:8]([N:11]([CH2:15][C:16]([O:18]C)=[O:17])[CH:12]([CH3:14])[CH3:13])(=[O:10])=[O:9])=[CH:4][CH:3]=1.[Li+].[OH-].C1COCC1. (3) Given the product [F:50][C:51]1[CH:52]=[C:53]([C:30]2[CH:31]=[C:32]([CH3:49])[C:33]([C:36]([N:38]3[CH2:39][CH2:40][CH:41]([N:44]4[CH2:48][CH2:47][CH2:46][CH2:45]4)[CH2:42][CH2:43]3)=[O:37])=[N:34][CH:35]=2)[CH:54]=[C:55]([C:57]([F:60])([F:59])[F:58])[CH:56]=1, predict the reactants needed to synthesize it. The reactants are: COC(C1C(C)=CC(C2C=CC=C(C(F)(F)F)C=2)=CN=1)=O.ClC1C=C([C:30]2[CH:31]=[C:32]([CH3:49])[C:33]([C:36]([N:38]3[CH2:43][CH2:42][CH:41]([N:44]4[CH2:48][CH2:47][CH2:46][CH2:45]4)[CH2:40][CH2:39]3)=[O:37])=[N:34][CH:35]=2)C=CC=1Cl.[F:50][C:51]1[CH:52]=[C:53](B(O)O)[CH:54]=[C:55]([C:57]([F:60])([F:59])[F:58])[CH:56]=1.C(=O)([O-])[O-].[Na+].[Na+]. (4) The reactants are: [BH4-].[Na+].CO.[CH3:5][O:6][C:7](=[O:32])[CH2:8][CH2:9][CH2:10][CH2:11][CH2:12][CH2:13][N:14]1[CH:19](/[CH:20]=[CH:21]/[C:22](=[O:30])[CH2:23][C:24]2[CH:29]=[CH:28][CH:27]=[CH:26][CH:25]=2)[CH2:18][CH2:17][CH2:16][C:15]1=[O:31]. Given the product [CH3:5][O:6][C:7](=[O:32])[CH2:8][CH2:9][CH2:10][CH2:11][CH2:12][CH2:13][N:14]1[C:15](=[O:31])[CH2:16][CH2:17][CH2:18][CH:19]1/[CH:20]=[CH:21]/[CH:22]([OH:30])[CH2:23][C:24]1[CH:29]=[CH:28][CH:27]=[CH:26][CH:25]=1, predict the reactants needed to synthesize it. (5) Given the product [CH3:1][O:2][C:3]1[CH:4]=[C:5]2[C:10](=[CH:11][C:12]=1[O:13][CH2:37][CH2:38][CH2:39][OH:40])[N:9]=[CH:8][CH:7]=[C:6]2[O:14][C:15]1[C:16]([C:23]2[CH:28]=[CH:27][CH:26]=[C:25]([CH3:29])[N:24]=2)=[N:17][C:18]([CH3:22])=[C:19]([CH3:21])[CH:20]=1, predict the reactants needed to synthesize it. The reactants are: [CH3:1][O:2][C:3]1[CH:4]=[C:5]2[C:10](=[CH:11][C:12]=1[OH:13])[N:9]=[CH:8][CH:7]=[C:6]2[O:14][C:15]1[C:16]([C:23]2[CH:28]=[CH:27][CH:26]=[C:25]([CH3:29])[N:24]=2)=[N:17][C:18]([CH3:22])=[C:19]([CH3:21])[CH:20]=1.C(=O)([O-])[O-].[K+].[K+].Br[CH2:37][CH2:38][CH2:39][OH:40]. (6) The reactants are: ClOC(C)(C)C.[CH2:7]1[S:10][CH2:9][CH2:8]1.[Br:11][C:12]1[CH:18]=[CH:17][C:15]([NH2:16])=[CH:14][CH:13]=1.CCCCCCC=CCCC. Given the product [Br:11][C:12]1[CH:18]=[CH:17][C:15]([N:16]2[CH2:9][CH2:8][CH2:7][S:10]2)=[CH:14][CH:13]=1, predict the reactants needed to synthesize it.